Task: Predict the product of the given reaction.. Dataset: Forward reaction prediction with 1.9M reactions from USPTO patents (1976-2016) (1) Given the reactants [N+:1]([C:4]1[CH:24]=[CH:23][C:7]([O:8][C:9]2[CH:10]=[CH:11][C:12]([NH:19]C(=O)C)=[C:13]([CH:18]=2)[C:14]([O:16][CH3:17])=[O:15])=[CH:6][CH:5]=1)([O-:3])=[O:2].Cl.C([O-])(O)=O.[Na+], predict the reaction product. The product is: [N+:1]([C:4]1[CH:5]=[CH:6][C:7]([O:8][C:9]2[CH:10]=[CH:11][C:12]([NH2:19])=[C:13]([CH:18]=2)[C:14]([O:16][CH3:17])=[O:15])=[CH:23][CH:24]=1)([O-:3])=[O:2]. (2) Given the reactants [CH2:1]([CH:8]1[CH2:12][O:11][C:10](=[O:13])[N:9]1[C:14](=[O:36])[CH:15]([CH2:19][C:20]1[C:25]([Cl:26])=[CH:24][C:23]([O:27][CH2:28][C:29]2[CH:34]=[CH:33][CH:32]=[CH:31][CH:30]=2)=[CH:22][C:21]=1[Cl:35])[CH2:16][CH:17]=C)[C:2]1[CH:7]=[CH:6][CH:5]=[CH:4][CH:3]=1.C1C[O:40]CC1.O, predict the reaction product. The product is: [CH2:1]([CH:8]1[CH2:12][O:11][C:10](=[O:13])[N:9]1[C:14](=[O:36])[CH:15]([CH2:19][C:20]1[C:25]([Cl:26])=[CH:24][C:23]([O:27][CH2:28][C:29]2[CH:34]=[CH:33][CH:32]=[CH:31][CH:30]=2)=[CH:22][C:21]=1[Cl:35])[CH2:16][CH:17]=[O:40])[C:2]1[CH:3]=[CH:4][CH:5]=[CH:6][CH:7]=1. (3) Given the reactants [Cl:1][C:2]1[N:9]=[C:8](Cl)[C:7]([Cl:11])=[CH:6][C:3]=1[C:4]#[N:5].CCN(C(C)C)C(C)C.[CH:21]1([C:24]2[NH:28][N:27]=[C:26]([NH2:29])[CH:25]=2)[CH2:23][CH2:22]1, predict the reaction product. The product is: [Cl:1][C:2]1[N:9]=[C:8]([NH:29][C:26]2[CH:25]=[C:24]([CH:21]3[CH2:23][CH2:22]3)[NH:28][N:27]=2)[C:7]([Cl:11])=[CH:6][C:3]=1[C:4]#[N:5]. (4) Given the reactants [Cl:1][C:2]1[CH:3]=[CH:4][C:5]2[C:15](=[C:16]3[CH2:21][CH2:20][N:19]([C:22]([CH2:24][C:25]4[CH:26]=[N:27][CH:28]=[CH:29][CH:30]=4)=O)[CH2:18][CH2:17]3)[C:10]3=[N:11][CH:12]=[CH:13][CH:14]=[C:9]3[CH2:8][CH2:7][C:6]=2[CH:31]=1.COC1C=CC(P2(=S)SP(=S)(C3C=CC(OC)=CC=3)[S:41]2)=CC=1, predict the reaction product. The product is: [Cl:1][C:2]1[CH:3]=[CH:4][C:5]2[C:15](=[C:16]3[CH2:21][CH2:20][N:19]([C:22]([CH2:24][C:25]4[CH:26]=[N:27][CH:28]=[CH:29][CH:30]=4)=[S:41])[CH2:18][CH2:17]3)[C:10]3=[N:11][CH:12]=[CH:13][CH:14]=[C:9]3[CH2:8][CH2:7][C:6]=2[CH:31]=1. (5) Given the reactants [H-].[Na+].[C:3]([O:7][C:8]([NH:10][C:11]1[CH:16]=[CH:15][C:14]([OH:17])=[CH:13][CH:12]=1)=[O:9])([CH3:6])([CH3:5])[CH3:4].[N+](C1C=C(S(O[CH2:31][C@H:32]2[O:34][CH2:33]2)(=O)=O)C=CC=1)([O-])=O, predict the reaction product. The product is: [C:3]([O:7][C:8]([NH:10][C:11]1[CH:12]=[CH:13][C:14]([O:17][CH2:31][C@H:32]2[O:34][CH2:33]2)=[CH:15][CH:16]=1)=[O:9])([CH3:6])([CH3:4])[CH3:5]. (6) Given the reactants [S:1](=[O:5])(=[O:4])([OH:3])[OH:2].[S:6]1[CH:10]=[CH:9][C:8]2[C:11]([N:15]3[CH2:20][CH2:19][N:18]([CH2:21][CH2:22][CH2:23][O:24][C:25]4[CH:34]=[C:33]5[C:28]([CH2:29][CH2:30][N:31]([CH3:36])[C:32]5=[O:35])=[CH:27][CH:26]=4)[CH2:17][CH2:16]3)=[CH:12][CH:13]=[CH:14][C:7]1=2, predict the reaction product. The product is: [S:1]([OH:5])([OH:4])(=[O:3])=[O:2].[S:6]1[CH:10]=[CH:9][C:8]2[C:11]([N:15]3[CH2:16][CH2:17][N:18]([CH2:21][CH2:22][CH2:23][O:24][C:25]4[CH:34]=[C:33]5[C:28]([CH2:29][CH2:30][N:31]([CH3:36])[C:32]5=[O:35])=[CH:27][CH:26]=4)[CH2:19][CH2:20]3)=[CH:12][CH:13]=[CH:14][C:7]1=2. (7) Given the reactants Cl[C:2]1[C:11]2[C:6](=[CH:7][CH:8]=[CH:9][N:10]=2)[N:5]=[CH:4][C:3]=1[N+:12]([O-])=O.[NH2:15][C@@H:16]([CH3:19])[CH2:17][OH:18].[F-].C([N+:25](CCCC)(CCCC)CCCC)CCC.Cl[CH2:39][CH2:40]Cl, predict the reaction product. The product is: [CH3:19][C@@H:16]1[N:15]2[C:2]3[C:11]4[C:6](=[CH:7][CH:8]=[CH:9][N:10]=4)[N:5]=[C:4]([NH2:25])[C:3]=3[N:12]=[C:40]2[CH2:39][O:18][CH2:17]1.